This data is from Forward reaction prediction with 1.9M reactions from USPTO patents (1976-2016). The task is: Predict the product of the given reaction. (1) Given the reactants C[O:2][C:3]([C:5]1[CH:10]=[N:9][C:8]([O:11][C:12]2[CH:17]=[CH:16][CH:15]=[CH:14][C:13]=2[F:18])=[CH:7][N:6]=1)=[O:4].[OH-].[K+], predict the reaction product. The product is: [F:18][C:13]1[CH:14]=[CH:15][CH:16]=[CH:17][C:12]=1[O:11][C:8]1[N:9]=[CH:10][C:5]([C:3]([OH:4])=[O:2])=[N:6][CH:7]=1. (2) Given the reactants CN(C(ON1N=[N:16][C:11]2[CH:12]=C[CH:14]=[N:15][C:10]1=2)=[N+](C)C)C.F[P-](F)(F)(F)(F)F.NC1C=CC(N2C=C[C:35]([O:38][CH2:39][C:40]3[CH:45]=[CH:44][C:43]([Cl:46])=[CH:42][CH:41]=3)=CC2=O)=CC=1NC.[CH:50]([N:53]([CH2:57][CH3:58])[CH:54]([CH3:56])[CH3:55])([CH3:52])C.[CH3:59][C:60](O)=O.CN(C=[O:67])C, predict the reaction product. The product is: [Cl:46][C:43]1[CH:42]=[CH:41][C:40]([CH2:39][O:38][C:35]2[CH:58]=[CH:57][N:53]([C:54]3[CH:55]=[CH:12][C:11]4[N:16]=[C:60]([CH3:59])[N:15]([CH3:14])[C:10]=4[CH:56]=3)[C:50](=[O:67])[CH:52]=2)=[CH:45][CH:44]=1. (3) Given the reactants [O:1]=[S:2]1(=[O:22])[CH2:6][CH2:5][CH2:4][CH:3]1[CH:7](O)[C:8]1[CH:13]=[CH:12][C:11]([CH:14]([CH3:20])[C:15]([O:17][CH2:18][CH3:19])=[O:16])=[CH:10][CH:9]=1.S(Cl)([Cl:25])=O, predict the reaction product. The product is: [Cl:25][CH:7]([CH:3]1[CH2:4][CH2:5][CH2:6][S:2]1(=[O:22])=[O:1])[C:8]1[CH:13]=[CH:12][C:11]([CH:14]([CH3:20])[C:15]([O:17][CH2:18][CH3:19])=[O:16])=[CH:10][CH:9]=1. (4) The product is: [Br:29][CH:14]([CH:11]1[CH2:12][CH2:13][N:8]([C:6]([O:5][C:1]([CH3:4])([CH3:3])[CH3:2])=[O:7])[CH2:9][CH2:10]1)[C:15]([O:17][CH3:18])=[O:16]. Given the reactants [C:1]([O:5][C:6]([N:8]1[CH2:13][CH2:12][CH:11]([CH2:14][C:15]([O:17][CH3:18])=[O:16])[CH2:10][CH2:9]1)=[O:7])([CH3:4])([CH3:3])[CH3:2].[Li+].C[Si]([N-][Si](C)(C)C)(C)C.[Br:29][Si](C)(C)C.BrN1C(=O)CCC1=O, predict the reaction product. (5) Given the reactants [Cl:1][C:2]1[CH:3]=[CH:4][C:5]([C:28]([F:31])([F:30])[F:29])=[C:6]([CH:27]=1)[CH2:7][N:8]1[CH2:13][CH2:12][NH:11][C:10]2[N:14]=[CH:15][C:16]([C:18]3[CH:19]=[C:20]([CH:24]=[CH:25][CH:26]=3)[C:21]([OH:23])=O)=[CH:17][C:9]1=2.[N:32]1([CH:38]2[CH2:43][CH2:42][NH:41][CH2:40][CH2:39]2)[CH2:37][CH2:36][O:35][CH2:34][CH2:33]1, predict the reaction product. The product is: [Cl:1][C:2]1[CH:3]=[CH:4][C:5]([C:28]([F:30])([F:29])[F:31])=[C:6]([CH:27]=1)[CH2:7][N:8]1[CH2:13][CH2:12][NH:11][C:10]2[N:14]=[CH:15][C:16]([C:18]3[CH:19]=[C:20]([C:21]([N:41]4[CH2:42][CH2:43][CH:38]([N:32]5[CH2:37][CH2:36][O:35][CH2:34][CH2:33]5)[CH2:39][CH2:40]4)=[O:23])[CH:24]=[CH:25][CH:26]=3)=[CH:17][C:9]1=2. (6) Given the reactants Cl.[C:2]1([CH2:8][NH:9][CH2:10][C:11]2[CH:15]=[CH:14][NH:13][N:12]=2)[CH:7]=[CH:6][CH:5]=[CH:4][CH:3]=1.[Cl:16][CH2:17][C:18](Cl)=[O:19].O, predict the reaction product. The product is: [CH2:8]([N:9]([CH2:10][C:11]1[NH:12][N:13]=[CH:14][CH:15]=1)[C:18](=[O:19])[CH2:17][Cl:16])[C:2]1[CH:7]=[CH:6][CH:5]=[CH:4][CH:3]=1.